Dataset: Forward reaction prediction with 1.9M reactions from USPTO patents (1976-2016). Task: Predict the product of the given reaction. (1) Given the reactants [OH:1]O.COC1CCN(CCCNC2N=[N+:17]([O-:28])[C:18]3[CH:27]=[C:26]4[C:22]([CH2:23][CH2:24][CH2:25]4)=[CH:21][C:19]=3[N:20]=2)CC1.[C:29](O)([C:31](F)(F)F)=[O:30], predict the reaction product. The product is: [N+:17]([C:18]1[CH:27]=[C:26]2[C:22]([CH2:23][CH2:24][CH2:25]2)=[CH:21][C:19]=1[NH:20][C:29](=[O:30])[CH3:31])([O-:28])=[O:1]. (2) Given the reactants [Cl:1][C:2]1[CH:7]=[CH:6][C:5]([N:8]2[C:12]([CH3:13])=[CH:11][CH:10]=[C:9]2[C:14]2[CH:19]=[CH:18][C:17]([Cl:20])=[CH:16][CH:15]=2)=[CH:4][CH:3]=1.Cl.[F:22][C:23]([F:37])([F:36])[C:24]1[CH:25]=[C:26]([N:30]2[CH2:35][CH2:34][NH:33][CH2:32][CH2:31]2)[CH:27]=[CH:28][CH:29]=1.[CH2:38]=O.[OH-].[Na+], predict the reaction product. The product is: [Cl:1][C:2]1[CH:7]=[CH:6][C:5]([N:8]2[C:9]([C:14]3[CH:19]=[CH:18][C:17]([Cl:20])=[CH:16][CH:15]=3)=[CH:10][C:11]([CH2:38][N:33]3[CH2:34][CH2:35][N:30]([C:26]4[CH:27]=[CH:28][CH:29]=[C:24]([C:23]([F:22])([F:36])[F:37])[CH:25]=4)[CH2:31][CH2:32]3)=[C:12]2[CH3:13])=[CH:4][CH:3]=1. (3) The product is: [CH2:6]([O:8][C:9]([C:11]1[C:15]([CH3:16])=[C:14]([CH:32]=[O:33])[S:13][C:12]=1[NH:17][C:18](=[O:31])[C:19]1[CH:24]=[CH:23][CH:22]=[C:21]([CH2:25][N:26]([CH2:29][CH3:30])[CH2:27][CH3:28])[CH:20]=1)=[O:10])[CH3:7]. Given the reactants P(Cl)(Cl)(Cl)=O.[CH2:6]([O:8][C:9]([C:11]1[C:15]([CH3:16])=[CH:14][S:13][C:12]=1[NH:17][C:18](=[O:31])[C:19]1[CH:24]=[CH:23][CH:22]=[C:21]([CH2:25][N:26]([CH2:29][CH3:30])[CH2:27][CH3:28])[CH:20]=1)=[O:10])[CH3:7].[C:32](=O)([O-])[OH:33].[Na+], predict the reaction product. (4) Given the reactants [Br-].[C:2]([C:5]1[CH:6]=[N+:7]([CH2:25][C:26]2[CH:31]=[CH:30][CH:29]=[C:28]([N+:32]([O-:34])=[O:33])[CH:27]=2)[CH:8]=[CH:9][C:10]=1[CH2:11][CH:12]1[CH2:21][CH2:20][C:19]2[C:14](=[CH:15][CH:16]=[C:17]([O:22][CH3:23])[CH:18]=2)[C:13]1=[O:24])(=[O:4])[CH3:3].C1C(C(N)=O)=CN(CC2C=CC=CC=2)C=C1, predict the reaction product. The product is: [C:2]([C:5]1[CH:10]([CH2:11][CH:12]2[CH2:21][CH2:20][C:19]3[C:14](=[CH:15][CH:16]=[C:17]([O:22][CH3:23])[CH:18]=3)[C:13]2=[O:24])[CH:9]=[CH:8][N:7]([CH2:25][C:26]2[CH:31]=[CH:30][CH:29]=[C:28]([N+:32]([O-:34])=[O:33])[CH:27]=2)[CH:6]=1)(=[O:4])[CH3:3].